This data is from Full USPTO retrosynthesis dataset with 1.9M reactions from patents (1976-2016). The task is: Predict the reactants needed to synthesize the given product. (1) Given the product [CH3:5][C:3](=[CH2:4])[CH2:2][O:16][C:11]1[CH:12]=[CH:13][CH:14]=[CH:15][C:10]=1[NH:9][C:6](=[O:8])[CH3:7], predict the reactants needed to synthesize it. The reactants are: Cl[CH2:2][C:3]([CH3:5])=[CH2:4].[C:6]([NH:9][C:10]1[CH:15]=[CH:14][CH:13]=[CH:12][C:11]=1[OH:16])(=[O:8])[CH3:7]. (2) The reactants are: [O:1]=[S:2]1(=[O:18])[CH2:7][CH2:6][N:5]([C:8]2[CH:9]=[C:10]([CH:15]=[CH:16][CH:17]=2)[C:11]([NH:13][NH2:14])=[O:12])[CH2:4][CH2:3]1.[Cl:19][C:20]1[CH:21]=[CH:22][C:23]([OH:29])=[C:24]([C:26](=O)[CH3:27])[CH:25]=1. Given the product [Cl:19][C:20]1[CH:21]=[CH:22][C:23]([OH:29])=[C:24](/[C:26](=[N:14]/[NH:13][C:11](=[O:12])[C:10]2[CH:15]=[CH:16][CH:17]=[C:8]([N:5]3[CH2:6][CH2:7][S:2](=[O:1])(=[O:18])[CH2:3][CH2:4]3)[CH:9]=2)/[CH3:27])[CH:25]=1, predict the reactants needed to synthesize it. (3) Given the product [Br:1][C:2]1[CH:11]=[C:10]2[C:5]([C:6]([O:13][CH2:14][CH3:15])=[CH:7][CH:8]=[N:9]2)=[CH:4][CH:3]=1, predict the reactants needed to synthesize it. The reactants are: [Br:1][C:2]1[CH:11]=[C:10]2[C:5]([C:6](Cl)=[CH:7][CH:8]=[N:9]2)=[CH:4][CH:3]=1.[O-:13][CH2:14][CH3:15].[Na+].O1CCOCC1. (4) Given the product [Cl:1][C:2]1[CH:19]=[C:18]([Cl:20])[CH:17]=[CH:16][C:3]=1[O:4][CH2:5][CH2:6][CH2:7][N:8]([CH2:25][C:24]#[CH:23])[C:9](=[O:15])[O:10][C:11]([CH3:14])([CH3:13])[CH3:12], predict the reactants needed to synthesize it. The reactants are: [Cl:1][C:2]1[CH:19]=[C:18]([Cl:20])[CH:17]=[CH:16][C:3]=1[O:4][CH2:5][CH2:6][CH2:7][NH:8][C:9](=[O:15])[O:10][C:11]([CH3:14])([CH3:13])[CH3:12].[H-].[Na+].[CH2:23](Br)[C:24]#[CH:25]. (5) Given the product [NH:58]1[C:57]([C:53]2[CH:52]=[C:51]3[C:56](=[CH:55][CH:54]=2)[NH:48][N:49]=[C:50]3[C:81]2[CH:86]=[CH:85][CH:84]=[C:83]([O:87][CH2:28][CH2:27][CH2:26][CH:22]3[CH2:23][CH2:24][CH2:25][NH:20][CH2:21]3)[CH:82]=2)=[N:61][CH:60]=[N:59]1, predict the reactants needed to synthesize it. The reactants are: C1(P(C2C=CC=CC=2)C2C=CC=CC=2)C=CC=CC=1.[NH:20]1[CH2:25][CH2:24][CH2:23][CH:22]([CH:26](O)[CH2:27][CH3:28])[CH2:21]1.CCOC(/N=N/C(OCC)=O)=O.O1CCCCC1[N:48]1[C:56]2[C:51](=[CH:52][C:53]([C:57]3[N:61]=[CH:60][N:59](C(C4C=CC=CC=4)(C4C=CC=CC=4)C4C=CC=CC=4)[N:58]=3)=[CH:54][CH:55]=2)[C:50]([C:81]2[CH:82]=[C:83]([OH:87])[CH:84]=[CH:85][CH:86]=2)=[N:49]1.Cl. (6) The reactants are: C([O:3][C:4](=O)[CH2:5][O:6][C:7]1[C:12]([N+:13]([O-])=O)=[CH:11][CH:10]=[C:9]([NH:16][CH2:17][C:18]2[CH:23]=[CH:22][C:21]([O:24][CH3:25])=[CH:20][C:19]=2[O:26][CH3:27])[N:8]=1)C.C(O)(=O)C. Given the product [CH3:27][O:26][C:19]1[CH:20]=[C:21]([O:24][CH3:25])[CH:22]=[CH:23][C:18]=1[CH2:17][NH:16][C:9]1[CH:10]=[CH:11][C:12]2[NH:13][C:4](=[O:3])[CH2:5][O:6][C:7]=2[N:8]=1, predict the reactants needed to synthesize it. (7) Given the product [C:24]1([C:18]2[CH:19]=[CH:20][CH:21]=[CH:22][CH:23]=2)[CH:25]=[CH:26][C:27]([C:28]([C:2]2[CH:10]=[CH:9][C:8]([O:11][CH3:12])=[CH:7][C:3]=2[C:4]([OH:6])=[O:5])=[O:29])=[CH:34][CH:35]=1, predict the reactants needed to synthesize it. The reactants are: Br[C:2]1[CH:10]=[CH:9][C:8]([O:11][CH3:12])=[CH:7][C:3]=1[C:4]([OH:6])=[O:5].C([Li])CCC.[C:18]1([C:24]2[CH:35]=[CH:34][C:27]([C:28](N(OC)C)=[O:29])=[CH:26][CH:25]=2)[CH:23]=[CH:22][CH:21]=[CH:20][CH:19]=1. (8) The reactants are: C(O)(=O)C.[NH2:5][C@@H:6]1[CH2:12][CH2:11][CH2:10][CH2:9][CH2:8][C@H:7]1[C:13]([O:15][CH3:16])=[O:14].[Cl:17][C:18]1[CH:23]=[CH:22][C:21]([S:24](Cl)(=[O:26])=[O:25])=[CH:20][CH:19]=1.C(N(CC)CC)C. Given the product [Cl:17][C:18]1[CH:23]=[CH:22][C:21]([S:24]([NH:5][C@@H:6]2[CH2:12][CH2:11][CH2:10][CH2:9][CH2:8][C@H:7]2[C:13]([O:15][CH3:16])=[O:14])(=[O:26])=[O:25])=[CH:20][CH:19]=1, predict the reactants needed to synthesize it. (9) Given the product [Br:1][C:2]1[N:6]([CH2:7][C:8]2[CH:9]=[CH:10][C:11]([C:12]([N:17]3[CH2:21][CH2:20][CH2:19][CH2:18]3)=[O:14])=[CH:15][CH:16]=2)[N:5]=[CH:4][CH:3]=1, predict the reactants needed to synthesize it. The reactants are: [Br:1][C:2]1[N:6]([CH2:7][C:8]2[CH:16]=[CH:15][C:11]([C:12]([OH:14])=O)=[CH:10][CH:9]=2)[N:5]=[CH:4][CH:3]=1.[NH:17]1[CH2:21][CH2:20][CH2:19][CH2:18]1.C(Cl)CCl.C1C=CC2N(O)N=NC=2C=1.